From a dataset of NCI-60 drug combinations with 297,098 pairs across 59 cell lines. Regression. Given two drug SMILES strings and cell line genomic features, predict the synergy score measuring deviation from expected non-interaction effect. (1) Drug 1: CC1=CC2C(CCC3(C2CCC3(C(=O)C)OC(=O)C)C)C4(C1=CC(=O)CC4)C. Drug 2: CN(C)C1=NC(=NC(=N1)N(C)C)N(C)C. Cell line: MCF7. Synergy scores: CSS=-4.94, Synergy_ZIP=5.79, Synergy_Bliss=8.45, Synergy_Loewe=-3.92, Synergy_HSA=-2.99. (2) Drug 1: C1CN(CCN1C(=O)CCBr)C(=O)CCBr. Drug 2: CC12CCC3C(C1CCC2OP(=O)(O)O)CCC4=C3C=CC(=C4)OC(=O)N(CCCl)CCCl.[Na+]. Cell line: M14. Synergy scores: CSS=15.5, Synergy_ZIP=-3.72, Synergy_Bliss=-3.84, Synergy_Loewe=-2.84, Synergy_HSA=-2.99. (3) Drug 1: CC1=CC=C(C=C1)C2=CC(=NN2C3=CC=C(C=C3)S(=O)(=O)N)C(F)(F)F. Drug 2: CC1CCCC2(C(O2)CC(NC(=O)CC(C(C(=O)C(C1O)C)(C)C)O)C(=CC3=CSC(=N3)C)C)C. Cell line: OVCAR-4. Synergy scores: CSS=43.3, Synergy_ZIP=3.89, Synergy_Bliss=2.77, Synergy_Loewe=-12.0, Synergy_HSA=4.40. (4) Drug 1: CC1=CC2C(CCC3(C2CCC3(C(=O)C)OC(=O)C)C)C4(C1=CC(=O)CC4)C. Drug 2: CC1C(C(CC(O1)OC2CC(CC3=C2C(=C4C(=C3O)C(=O)C5=C(C4=O)C(=CC=C5)OC)O)(C(=O)CO)O)N)O.Cl. Cell line: A549. Synergy scores: CSS=56.4, Synergy_ZIP=10.9, Synergy_Bliss=9.55, Synergy_Loewe=7.89, Synergy_HSA=13.1. (5) Drug 1: C1=CN(C(=O)N=C1N)C2C(C(C(O2)CO)O)O.Cl. Drug 2: CN1C(=O)N2C=NC(=C2N=N1)C(=O)N. Cell line: HT29. Synergy scores: CSS=16.2, Synergy_ZIP=-4.44, Synergy_Bliss=5.96, Synergy_Loewe=-13.1, Synergy_HSA=-0.634. (6) Drug 1: CC=C1C(=O)NC(C(=O)OC2CC(=O)NC(C(=O)NC(CSSCCC=C2)C(=O)N1)C(C)C)C(C)C. Drug 2: CCN(CC)CCNC(=O)C1=C(NC(=C1C)C=C2C3=C(C=CC(=C3)F)NC2=O)C. Cell line: SK-MEL-5. Synergy scores: CSS=15.8, Synergy_ZIP=-5.74, Synergy_Bliss=-12.6, Synergy_Loewe=-59.7, Synergy_HSA=-14.7. (7) Drug 1: C1CCC(CC1)NC(=O)N(CCCl)N=O. Drug 2: C1CC(=O)NC(=O)C1N2C(=O)C3=CC=CC=C3C2=O. Cell line: RXF 393. Synergy scores: CSS=15.5, Synergy_ZIP=-3.14, Synergy_Bliss=5.06, Synergy_Loewe=2.39, Synergy_HSA=3.99. (8) Drug 1: CCC1(CC2CC(C3=C(CCN(C2)C1)C4=CC=CC=C4N3)(C5=C(C=C6C(=C5)C78CCN9C7C(C=CC9)(C(C(C8N6C=O)(C(=O)OC)O)OC(=O)C)CC)OC)C(=O)OC)O.OS(=O)(=O)O. Drug 2: C1CN(P(=O)(OC1)NCCCl)CCCl. Cell line: MCF7. Synergy scores: CSS=0.0850, Synergy_ZIP=-4.98, Synergy_Bliss=-5.66, Synergy_Loewe=-20.7, Synergy_HSA=-8.08.